Task: Predict the reactants needed to synthesize the given product.. Dataset: Full USPTO retrosynthesis dataset with 1.9M reactions from patents (1976-2016) (1) The reactants are: [Cl:1][C:2]1[CH:3]=[C:4]([NH2:17])[CH:5]=[CH:6][C:7]=1[O:8][CH2:9][C:10]1[CH:15]=[CH:14][CH:13]=[C:12]([F:16])[CH:11]=1.Cl[C:19]1[C:28]2[C:23](=[CH:24][CH:25]=[C:26]([I:29])[CH:27]=2)[N:22]=[CH:21][N:20]=1. Given the product [ClH:1].[Cl:1][C:2]1[CH:3]=[C:4]([NH:17][C:19]2[C:28]3[C:23](=[CH:24][CH:25]=[C:26]([I:29])[CH:27]=3)[N:22]=[CH:21][N:20]=2)[CH:5]=[CH:6][C:7]=1[O:8][CH2:9][C:10]1[CH:15]=[CH:14][CH:13]=[C:12]([F:16])[CH:11]=1, predict the reactants needed to synthesize it. (2) Given the product [N+:1]([C:4]1[CH:5]=[C:6]([CH2:10][S:11]([NH:18][CH2:15][CH2:16][CH3:17])(=[O:13])=[O:12])[CH:7]=[CH:8][CH:9]=1)([O-:3])=[O:2], predict the reactants needed to synthesize it. The reactants are: [N+:1]([C:4]1[CH:5]=[C:6]([CH2:10][S:11](Cl)(=[O:13])=[O:12])[CH:7]=[CH:8][CH:9]=1)([O-:3])=[O:2].[CH2:15]([NH2:18])[CH2:16][CH3:17].C(N(CC)CC)C.